Dataset: Reaction yield outcomes from USPTO patents with 853,638 reactions. Task: Predict the reaction yield, written as a fraction of the theoretical maximum amount of product (1.0 means a 100% yield; for example, 0.34 means a 34% yield). (1) The reactants are [C:1]1([CH3:17])[CH:6]=[CH:5][CH:4]=[C:3]([N:7]2[C:11]([NH2:12])=[CH:10][C:9]([C:13]([F:16])([F:15])[F:14])=[N:8]2)[CH:2]=1.Cl[C:19]([O:21][C:22]1[CH:27]=[CH:26][CH:25]=[CH:24][CH:23]=1)=[O:20]. No catalyst specified. The product is [C:1]1([CH3:17])[CH:6]=[CH:5][CH:4]=[C:3]([N:7]2[C:11]([NH:12][C:19](=[O:20])[O:21][C:22]3[CH:27]=[CH:26][CH:25]=[CH:24][CH:23]=3)=[CH:10][C:9]([C:13]([F:15])([F:14])[F:16])=[N:8]2)[CH:2]=1. The yield is 0.580. (2) The product is [CH3:32][NH:31][C:29]([NH:28][C:25]1[CH:26]=[CH:27][C:22]([C:10]2[N:11]=[C:12]([N:14]3[CH2:20][CH:19]4[O:21][CH:16]([CH2:17][CH2:18]4)[CH2:15]3)[N:13]=[C:8]([C:5]3[CH:4]=[CH:3][C:2]([NH:1][C:40](=[O:41])[NH:39][C:36]4[CH:37]=[CH:38][N:33]=[CH:34][CH:35]=4)=[CH:7][CH:6]=3)[N:9]=2)=[CH:23][CH:24]=1)=[O:30]. The yield is 0.0400. The reactants are [NH2:1][C:2]1[CH:7]=[CH:6][C:5]([C:8]2[N:13]=[C:12]([N:14]3[CH2:20][CH:19]4[O:21][CH:16]([CH2:17][CH2:18]4)[CH2:15]3)[N:11]=[C:10]([C:22]3[CH:27]=[CH:26][C:25]([NH:28][C:29]([NH:31][CH3:32])=[O:30])=[CH:24][CH:23]=3)[N:9]=2)=[CH:4][CH:3]=1.[N:33]1[CH:38]=[CH:37][C:36]([NH:39][C:40](=O)[O:41]C2C=CC=CC=2)=[CH:35][CH:34]=1. No catalyst specified. (3) The reactants are [CH:1]1[C:10]2[C:5](=[CH:6][CH:7]=[CH:8][CH:9]=2)[CH:4]=[C:3]([NH:11][C:12]([C:14]2[CH:19]=[CH:18][CH:17]=[CH:16][C:15]=2[NH:20][CH2:21][C:22]2[CH:23]=[CH:24][C:25]([C:28](O)=[O:29])=[N:26][CH:27]=2)=[O:13])[N:2]=1.C(N1C=CN=C1)(N1C=CN=C1)=O.CN(C)C=O.[CH2:48]([NH2:51])[CH2:49][CH3:50]. The catalyst is O.C(OCC)(=O)C. The product is [CH2:48]([NH:51][C:28]([C:25]1[CH:24]=[CH:23][C:22]([CH2:21][NH:20][C:15]2[CH:16]=[CH:17][CH:18]=[CH:19][C:14]=2[C:12](=[O:13])[NH:11][C:3]2[N:2]=[CH:1][C:10]3[C:5]([CH:4]=2)=[CH:6][CH:7]=[CH:8][CH:9]=3)=[CH:27][N:26]=1)=[O:29])[CH2:49][CH3:50]. The yield is 0.790. (4) The reactants are Cl[CH2:2][CH2:3][NH:4][C@:5]12[CH2:40][CH2:39][C@@H:38]([C:41]([CH3:43])=[CH2:42])[C@@H:6]1[C@@H:7]1[C@@:20]([CH3:23])([CH2:21][CH2:22]2)[C@@:19]2([CH3:24])[C@@H:10]([C@:11]3([CH3:37])[C@@H:16]([CH2:17][CH2:18]2)[C:15]([CH3:26])([CH3:25])[C:14]([C:27]2[CH:36]=[CH:35][C:30]([C:31]([O:33]C)=[O:32])=[CH:29][CH:28]=2)=[CH:13][CH2:12]3)[CH2:9][CH2:8]1.CCN(C(C)C)C(C)C.[N:53]1([C:59]([O:61][C:62]([CH3:65])([CH3:64])[CH3:63])=[O:60])[CH2:58][CH2:57][NH:56][CH2:55][CH2:54]1. The catalyst is CS(C)=O. The product is [C:62]([O:61][C:59]([N:53]1[CH2:58][CH2:57][N:56]([CH2:2][CH2:3][NH:4][C@:5]23[CH2:40][CH2:39][C@@H:38]([C:41]([CH3:43])=[CH2:42])[C@@H:6]2[C@@H:7]2[C@@:20]([CH3:23])([CH2:21][CH2:22]3)[C@@:19]3([CH3:24])[C@@H:10]([C@:11]4([CH3:37])[C@@H:16]([CH2:17][CH2:18]3)[C:15]([CH3:25])([CH3:26])[C:14]([C:27]3[CH:36]=[CH:35][C:30]([C:31]([OH:33])=[O:32])=[CH:29][CH:28]=3)=[CH:13][CH2:12]4)[CH2:9][CH2:8]2)[CH2:55][CH2:54]1)=[O:60])([CH3:65])([CH3:64])[CH3:63]. The yield is 0.520. (5) The reactants are [CH2:1]([O:3][C:4]1[CH:5]=[C:6]2[C:11](=[C:12]3[CH2:16][C:15]([CH3:18])([CH3:17])[O:14][C:13]=13)[C:10]([C:19]1[CH:24]=[CH:23][C:22]([OH:25])=[CH:21][CH:20]=1)=[N:9][C:8]([CH3:27])([CH3:26])[CH2:7]2)[CH3:2].[H-].[Na+].Br[CH2:31][C:32]([O:34][CH3:35])=[O:33].O. The catalyst is CN(C)C=O. The product is [CH2:1]([O:3][C:4]1[CH:5]=[C:6]2[C:11](=[C:12]3[CH2:16][C:15]([CH3:18])([CH3:17])[O:14][C:13]=13)[C:10]([C:19]1[CH:24]=[CH:23][C:22]([O:25][CH2:31][C:32]([O:34][CH3:35])=[O:33])=[CH:21][CH:20]=1)=[N:9][C:8]([CH3:26])([CH3:27])[CH2:7]2)[CH3:2]. The yield is 0.550. (6) The reactants are [Li+].[BH4-].[C:3]([O:7][C:8]([N:10]1[CH2:15][CH2:14][C:13]2[N:16]([CH2:29][CH2:30][C:31](OC)=[O:32])[N:17]=[C:18]([C:19]3[CH:24]=[CH:23][C:22]([C:25]([F:28])([F:27])[F:26])=[CH:21][CH:20]=3)[C:12]=2[CH2:11]1)=[O:9])([CH3:6])([CH3:5])[CH3:4]. The catalyst is C1COCC1. The product is [C:3]([O:7][C:8]([N:10]1[CH2:15][CH2:14][C:13]2[N:16]([CH2:29][CH2:30][CH2:31][OH:32])[N:17]=[C:18]([C:19]3[CH:24]=[CH:23][C:22]([C:25]([F:28])([F:26])[F:27])=[CH:21][CH:20]=3)[C:12]=2[CH2:11]1)=[O:9])([CH3:6])([CH3:5])[CH3:4]. The yield is 0.950.